Dataset: Catalyst prediction with 721,799 reactions and 888 catalyst types from USPTO. Task: Predict which catalyst facilitates the given reaction. (1) Reactant: [C:1]([C:3]1[C:4]([N:15]2[CH2:20][CH2:19][CH:18]([C:21](=[O:33])[NH:22][S:23](=[O:32])(=[O:31])[NH:24][C:25]3[CH:30]=[CH:29][CH:28]=[CH:27][CH:26]=3)[CH2:17][CH2:16]2)=[N:5][C:6]([CH3:14])=[C:7]([CH:13]=1)[C:8]([O:10][CH2:11][CH3:12])=[O:9])#[N:2].[H-].[Na+].IC.[CH3:38]C(O)=O. Product: [C:1]([C:3]1[C:4]([N:15]2[CH2:16][CH2:17][CH:18]([C:21]([NH:22][S:23]([N:24]([CH3:38])[C:25]3[CH:26]=[CH:27][CH:28]=[CH:29][CH:30]=3)(=[O:31])=[O:32])=[O:33])[CH2:19][CH2:20]2)=[N:5][C:6]([CH3:14])=[C:7]([CH:13]=1)[C:8]([O:10][CH2:11][CH3:12])=[O:9])#[N:2].[C:1]([C:3]1[C:4]([N:15]2[CH2:16][CH2:17][CH:18]([C:21](=[O:33])[N:22]([CH3:38])[S:23](=[O:31])(=[O:32])[NH:24][C:25]3[CH:26]=[CH:27][CH:28]=[CH:29][CH:30]=3)[CH2:19][CH2:20]2)=[N:5][C:6]([CH3:14])=[C:7]([CH:13]=1)[C:8]([O:10][CH2:11][CH3:12])=[O:9])#[N:2]. The catalyst class is: 3. (2) Reactant: [F:1][C:2]([F:12])([F:11])[O:3][C:4]1[CH:9]=[CH:8][C:7]([OH:10])=[CH:6][CH:5]=1.C(P(CCCC)CCCC)CCC.[CH:26]1([NH:29][C:30]([C:32]2[N:33]=[N:34][N:35]([C:41]3[CH:46]=[CH:45][C:44]([C:47]([NH:49][CH2:50][CH3:51])=[O:48])=[CH:43][CH:42]=3)[C:36]=2[CH2:37][CH2:38][CH2:39]O)=[O:31])[CH2:28][CH2:27]1.N(/C(N1CCCCC1)=O)=N\C(N1CCCCC1)=O. Product: [CH:26]1([NH:29][C:30]([C:32]2[N:33]=[N:34][N:35]([C:41]3[CH:42]=[CH:43][C:44]([C:47]([NH:49][CH2:50][CH3:51])=[O:48])=[CH:45][CH:46]=3)[C:36]=2[CH2:37][CH2:38][CH2:39][O:10][C:7]2[CH:6]=[CH:5][C:4]([O:3][C:2]([F:11])([F:12])[F:1])=[CH:9][CH:8]=2)=[O:31])[CH2:27][CH2:28]1. The catalyst class is: 11. (3) Reactant: Cl[CH2:2][C:3]1[CH:8]=[CH:7][C:6]([C:9]2[C:10]([NH:15][S:16]([C:19]3[CH:24]=[CH:23][CH:22]=[CH:21][C:20]=3[C:25]([F:28])([F:27])[F:26])(=[O:18])=[O:17])=[N:11][CH:12]=[CH:13][N:14]=2)=[CH:5][CH:4]=1.[NH:29]1[C:37]2[C:32](=[CH:33][CH:34]=[CH:35][CH:36]=2)[CH:31]=[CH:30]1.CC(C)([O-])C.[K+].C(O)(=O)CC(CC(O)=O)(C(O)=O)O. Product: [N:29]1([CH2:2][C:3]2[CH:8]=[CH:7][C:6]([C:9]3[C:10]([NH:15][S:16]([C:19]4[CH:24]=[CH:23][CH:22]=[CH:21][C:20]=4[C:25]([F:28])([F:27])[F:26])(=[O:18])=[O:17])=[N:11][CH:12]=[CH:13][N:14]=3)=[CH:5][CH:4]=2)[C:37]2[C:32](=[CH:33][CH:34]=[CH:35][CH:36]=2)[CH:31]=[CH:30]1. The catalyst class is: 7. (4) Reactant: [O:1]=[C:2]1[O:6][C:5]([C:7]2[S:8][CH:9]=[CH:10][C:11]=2[NH:12]C(=O)OC(C)(C)C)=[N:4][NH:3]1.[ClH:20]. Product: [ClH:20].[NH2:12][C:11]1[CH:10]=[CH:9][S:8][C:7]=1[C:5]1[O:6][C:2](=[O:1])[NH:3][N:4]=1. The catalyst class is: 12. (5) Reactant: [Br:1][C:2]1[CH:8]=[CH:7][CH:6]=[C:5]([F:9])[C:3]=1[NH2:4].[C:10](Cl)(=[O:15])[C:11]([CH3:14])([CH3:13])[CH3:12]. Product: [Br:1][C:2]1[CH:8]=[CH:7][CH:6]=[C:5]([F:9])[C:3]=1[NH:4][C:10](=[O:15])[C:11]([CH3:14])([CH3:13])[CH3:12]. The catalyst class is: 17. (6) Reactant: [OH:1][CH:2](CO)[CH2:3][N:4]1[CH:8]=[C:7]([C:9]([C:15]2[CH:16]=[C:17]3[C:21](=[CH:22][CH:23]=2)[N:20]([C:24]2[CH:29]=[CH:28][C:27]([F:30])=[CH:26][CH:25]=2)[N:19]=[CH:18]3)([OH:14])[C:10]([F:13])([F:12])[F:11])[CH:6]=[C:5]1[C:31]#[N:32].I([O-])(=O)(=O)=O.[Na+]. Product: [O:1]=[CH:2][CH2:3][N:4]1[CH:8]=[C:7]([C:9]([C:15]2[CH:16]=[C:17]3[C:21](=[CH:22][CH:23]=2)[N:20]([C:24]2[CH:25]=[CH:26][C:27]([F:30])=[CH:28][CH:29]=2)[N:19]=[CH:18]3)([OH:14])[C:10]([F:12])([F:13])[F:11])[CH:6]=[C:5]1[C:31]#[N:32]. The catalyst class is: 95. (7) Reactant: [Cl:1][C:2]1[C:7]([N+:8]([O-])=O)=[CH:6][CH:5]=[C:4]([C:11]2[CH:16]=[CH:15][CH:14]=[CH:13][CH:12]=2)[N:3]=1.[CH:17]([Mg]Br)=[CH2:18].[NH4+].[Cl-]. Product: [Cl:1][C:2]1[N:3]=[C:4]([C:11]2[CH:16]=[CH:15][CH:14]=[CH:13][CH:12]=2)[CH:5]=[C:6]2[CH:18]=[CH:17][NH:8][C:7]=12. The catalyst class is: 1. (8) Product: [NH2:14][C:15]1[CH:20]=[CH:19][C:18]([C:21]2([C:28]#[N:29])[CH2:26][CH2:25][N:24]([CH3:27])[CH2:23][CH2:22]2)=[CH:17][CH:16]=1. The catalyst class is: 5. Reactant: C(=[N:14][C:15]1[CH:20]=[CH:19][C:18]([C:21]2([C:28]#[N:29])[CH2:26][CH2:25][N:24]([CH3:27])[CH2:23][CH2:22]2)=[CH:17][CH:16]=1)(C1C=CC=CC=1)C1C=CC=CC=1.C([O-])(=O)C.[Na+].Cl.NO.